This data is from Forward reaction prediction with 1.9M reactions from USPTO patents (1976-2016). The task is: Predict the product of the given reaction. (1) Given the reactants C(OC([N:8]([CH2:17][C:18]([NH:20][CH2:21][C@H:22]1[O:26][N:25]=[C:24]([C:27]2[CH:32]=[CH:31][C:30]([C:33]3[CH:38]=[CH:37][C:36]([N:39]4[CH2:43][C@H:42]([CH2:44][N:45]5[CH:49]=[CH:48][N:47]=[N:46]5)[O:41][C:40]4=[O:50])=[CH:35][C:34]=3[F:51])=[CH:29][N:28]=2)[CH2:23]1)=[O:19])[CH2:9][C:10]([O:12]C(C)(C)C)=[O:11])=O)(C)(C)C, predict the reaction product. The product is: [F:51][C:34]1[CH:35]=[C:36]([N:39]2[CH2:43][C@H:42]([CH2:44][N:45]3[CH:49]=[CH:48][N:47]=[N:46]3)[O:41][C:40]2=[O:50])[CH:37]=[CH:38][C:33]=1[C:30]1[CH:31]=[CH:32][C:27]([C:24]2[CH2:23][C@@H:22]([CH2:21][NH:20][C:18](=[O:19])[CH2:17][NH:8][CH2:9][C:10]([OH:12])=[O:11])[O:26][N:25]=2)=[N:28][CH:29]=1. (2) Given the reactants [Cl:1][C:2]1[CH:7]=[CH:6][C:5]([C:8]2[C:12]([C:13]3[N:14]=[CH:15][NH:16][CH:17]=3)=[C:11]([C:18]([F:21])([F:20])[F:19])[O:10][N:9]=2)=[CH:4][CH:3]=1.F[C:23]1[CH:28]=[CH:27][C:26]([C:29]([F:32])([F:31])[F:30])=[CH:25][CH:24]=1, predict the reaction product. The product is: [Cl:1][C:2]1[CH:7]=[CH:6][C:5]([C:8]2[C:12]([C:13]3[N:14]=[CH:15][N:16]([C:23]4[CH:28]=[CH:27][C:26]([C:29]([F:32])([F:31])[F:30])=[CH:25][CH:24]=4)[CH:17]=3)=[C:11]([C:18]([F:21])([F:19])[F:20])[O:10][N:9]=2)=[CH:4][CH:3]=1.